Dataset: Catalyst prediction with 721,799 reactions and 888 catalyst types from USPTO. Task: Predict which catalyst facilitates the given reaction. (1) Reactant: [CH3:1][C:2]1[CH:3]=[CH:4][C:5]([C:8]2[CH:9]=[C:10]([CH:14]=[C:15]([C:17]([N:19]3[CH2:23][CH2:22][CH2:21][CH2:20]3)=[O:18])[CH:16]=2)[C:11]([OH:13])=O)=[N:6][CH:7]=1.[CH3:24][C:25]1[N:30]=[CH:29][C:28]([CH2:31][NH2:32])=[CH:27][CH:26]=1.Cl.CN(C)CCCN=C=NCC.O.ON1C2C=CC=CC=2N=N1.C(N(CC)C(C)C)(C)C. Product: [CH3:1][C:2]1[CH:3]=[CH:4][C:5]([C:8]2[CH:9]=[C:10]([CH:14]=[C:15]([C:17]([N:19]3[CH2:23][CH2:22][CH2:21][CH2:20]3)=[O:18])[CH:16]=2)[C:11]([NH:32][CH2:31][C:28]2[CH:29]=[N:30][C:25]([CH3:24])=[CH:26][CH:27]=2)=[O:13])=[N:6][CH:7]=1. The catalyst class is: 2. (2) Reactant: [C:1](Cl)(=[O:5])[C:2]([CH3:4])=[CH2:3].[N+:7]([C:10]1[CH:16]=[CH:15][C:13]([NH2:14])=[CH:12][CH:11]=1)([O-:9])=[O:8].C([O-])([O-])=O.[Na+].[Na+]. Product: [CH3:4][C:2](=[CH2:3])[C:1]([NH:14][C:13]1[CH:15]=[CH:16][C:10]([N+:7]([O-:9])=[O:8])=[CH:11][CH:12]=1)=[O:5]. The catalyst class is: 21. (3) Reactant: Br[C:2]1[C:3]([CH3:28])=[C:4]([N:8]([CH2:13][C:14]2[CH:26]=[CH:25][C:17](OCC(OCC)=O)=[C:16](C)[CH:15]=2)[CH2:9][CH2:10][CH2:11][CH3:12])[CH:5]=[CH:6][CH:7]=1.[CH3:29][C:30]1[CH:35]=[CH:34][C:33](B(O)O)=[CH:32][CH:31]=1.C(=O)([O-])[O-:40].[Na+].[Na+].C[O:46][CH2:47][CH2:48][O:49][CH3:50]. Product: [CH2:9]([N:8]([CH2:13][C:14]1[CH:15]=[CH:16][C:50]([O:49][CH2:48][C:47]([OH:40])=[O:46])=[C:25]([CH3:17])[CH:26]=1)[C:4]1[C:3]([CH3:28])=[C:2]([C:33]2[CH:34]=[CH:35][C:30]([CH3:29])=[CH:31][CH:32]=2)[CH:7]=[CH:6][CH:5]=1)[CH2:10][CH2:11][CH3:12]. The catalyst class is: 257. (4) Reactant: Cl[C:2]1[CH:7]=[C:6]([Cl:8])[N:5]=[N:4][C:3]=1[C:9]([O:11][CH2:12][CH3:13])=[O:10].[CH:14]([C:17]1[N:22]=[C:21]([NH2:23])[CH:20]=[CH:19][C:18]=1[O:24][CH3:25])([CH3:16])[CH3:15]. Product: [Cl:8][C:6]1[N:5]=[N:4][C:3]([C:9]([O:11][CH2:12][CH3:13])=[O:10])=[C:2]([NH:23][C:21]2[CH:20]=[CH:19][C:18]([O:24][CH3:25])=[C:17]([CH:14]([CH3:16])[CH3:15])[N:22]=2)[CH:7]=1. The catalyst class is: 10. (5) Reactant: Br[CH2:2][CH2:3][OH:4].C(=O)([O-])[O-].[K+].[K+].[OH:11][C:12]1[CH:19]=[CH:18][C:15]([CH:16]=[O:17])=[CH:14][CH:13]=1. Product: [OH:4][CH2:3][CH2:2][O:11][C:12]1[CH:19]=[CH:18][C:15]([CH:16]=[O:17])=[CH:14][CH:13]=1. The catalyst class is: 23. (6) Reactant: [NH2:1][C:2]1[CH:15]=[CH:14][CH:13]=[CH:12][C:3]=1[C:4]([C:6]1[CH:11]=[CH:10][CH:9]=[CH:8][CH:7]=1)=O.[OH:16][C:17]1[CH:22]=[CH:21][C:20]([C:23](=O)[CH3:24])=[CH:19][CH:18]=1.C(O)(=O)CC(CC(O)=O)(C(O)=O)O.C(OCC)(=O)C.CCCCCCC. Product: [C:6]1([C:4]2[C:3]3[C:2](=[CH:15][CH:14]=[CH:13][CH:12]=3)[N:1]=[C:23]([C:20]3[CH:21]=[CH:22][C:17]([OH:16])=[CH:18][CH:19]=3)[CH:24]=2)[CH:11]=[CH:10][CH:9]=[CH:8][CH:7]=1. The catalyst class is: 2. (7) Reactant: [OH:1][CH2:2][CH2:3][N:4]1[C:12]2[C:7](=[CH:8][C:9]([N+:13]([O-])=O)=[CH:10][CH:11]=2)[CH:6]=[C:5]1[C:16]([CH3:21])([CH3:20])[CH2:17][CH2:18][OH:19]. Product: [NH2:13][C:9]1[CH:8]=[C:7]2[C:12](=[CH:11][CH:10]=1)[N:4]([CH2:3][CH2:2][OH:1])[C:5]([C:16]([CH3:21])([CH3:20])[CH2:17][CH2:18][OH:19])=[CH:6]2. The catalyst class is: 227.